Dataset: NCI-60 drug combinations with 297,098 pairs across 59 cell lines. Task: Regression. Given two drug SMILES strings and cell line genomic features, predict the synergy score measuring deviation from expected non-interaction effect. (1) Drug 1: C1=CN(C(=O)N=C1N)C2C(C(C(O2)CO)O)O.Cl. Drug 2: B(C(CC(C)C)NC(=O)C(CC1=CC=CC=C1)NC(=O)C2=NC=CN=C2)(O)O. Cell line: HT29. Synergy scores: CSS=37.2, Synergy_ZIP=-4.74, Synergy_Bliss=-2.48, Synergy_Loewe=-18.3, Synergy_HSA=-3.33. (2) Drug 1: CCN(CC)CCNC(=O)C1=C(NC(=C1C)C=C2C3=C(C=CC(=C3)F)NC2=O)C. Drug 2: C1C(C(OC1N2C=NC(=NC2=O)N)CO)O. Cell line: SK-MEL-5. Synergy scores: CSS=9.38, Synergy_ZIP=-4.36, Synergy_Bliss=-4.70, Synergy_Loewe=4.94, Synergy_HSA=-1.51. (3) Drug 1: CNC(=O)C1=CC=CC=C1SC2=CC3=C(C=C2)C(=NN3)C=CC4=CC=CC=N4. Drug 2: CCN(CC)CCCC(C)NC1=C2C=C(C=CC2=NC3=C1C=CC(=C3)Cl)OC. Cell line: A498. Synergy scores: CSS=6.50, Synergy_ZIP=-8.73, Synergy_Bliss=-6.50, Synergy_Loewe=-13.2, Synergy_HSA=-5.68. (4) Drug 1: C1CCC(C1)C(CC#N)N2C=C(C=N2)C3=C4C=CNC4=NC=N3. Drug 2: CC1=C(C=C(C=C1)NC(=O)C2=CC=C(C=C2)CN3CCN(CC3)C)NC4=NC=CC(=N4)C5=CN=CC=C5. Cell line: TK-10. Synergy scores: CSS=5.94, Synergy_ZIP=-0.184, Synergy_Bliss=3.28, Synergy_Loewe=-3.40, Synergy_HSA=-0.918. (5) Drug 1: CC(C1=C(C=CC(=C1Cl)F)Cl)OC2=C(N=CC(=C2)C3=CN(N=C3)C4CCNCC4)N. Drug 2: B(C(CC(C)C)NC(=O)C(CC1=CC=CC=C1)NC(=O)C2=NC=CN=C2)(O)O. Cell line: CCRF-CEM. Synergy scores: CSS=64.4, Synergy_ZIP=5.17, Synergy_Bliss=9.72, Synergy_Loewe=-0.152, Synergy_HSA=9.48. (6) Drug 1: C1CCC(CC1)NC(=O)N(CCCl)N=O. Drug 2: CC1=C(C(=O)C2=C(C1=O)N3CC4C(C3(C2COC(=O)N)OC)N4)N. Cell line: RXF 393. Synergy scores: CSS=15.7, Synergy_ZIP=1.03, Synergy_Bliss=6.26, Synergy_Loewe=3.52, Synergy_HSA=3.58. (7) Drug 1: C1CN1C2=NC(=NC(=N2)N3CC3)N4CC4. Drug 2: CC(C)NC(=O)C1=CC=C(C=C1)CNNC.Cl. Cell line: NCI-H322M. Synergy scores: CSS=-2.07, Synergy_ZIP=2.79, Synergy_Bliss=0.335, Synergy_Loewe=-4.90, Synergy_HSA=-4.67. (8) Drug 2: CC1CCC2CC(C(=CC=CC=CC(CC(C(=O)C(C(C(=CC(C(=O)CC(OC(=O)C3CCCCN3C(=O)C(=O)C1(O2)O)C(C)CC4CCC(C(C4)OC)O)C)C)O)OC)C)C)C)OC. Synergy scores: CSS=11.8, Synergy_ZIP=-0.530, Synergy_Bliss=-2.67, Synergy_Loewe=-20.5, Synergy_HSA=-3.53. Drug 1: CC1=CC2C(CCC3(C2CCC3(C(=O)C)OC(=O)C)C)C4(C1=CC(=O)CC4)C. Cell line: OVCAR-8. (9) Drug 1: C1CN1P(=S)(N2CC2)N3CC3. Drug 2: C(CCl)NC(=O)N(CCCl)N=O. Cell line: NCI-H460. Synergy scores: CSS=51.7, Synergy_ZIP=2.51, Synergy_Bliss=2.33, Synergy_Loewe=-14.4, Synergy_HSA=3.37. (10) Drug 1: C1=NC(=NC(=O)N1C2C(C(C(O2)CO)O)O)N. Drug 2: N.N.Cl[Pt+2]Cl. Cell line: MCF7. Synergy scores: CSS=27.5, Synergy_ZIP=-8.77, Synergy_Bliss=-1.44, Synergy_Loewe=-1.99, Synergy_HSA=1.13.